From a dataset of Forward reaction prediction with 1.9M reactions from USPTO patents (1976-2016). Predict the product of the given reaction. (1) Given the reactants CCCCCC.C([Li])CCC.Br[C:13]1[C:22]2[C:17](=[CH:18][CH:19]=[CH:20][CH:21]=2)[CH:16]=[C:15]([CH2:23][C:24]2[S:28][C:27]3[CH:29]=[CH:30][C:31]([F:33])=[CH:32][C:26]=3[CH:25]=2)[CH:14]=1.[CH2:34]([O:41][CH:42]1[CH:47]([O:48][CH2:49][C:50]2[CH:55]=[CH:54][CH:53]=[CH:52][CH:51]=2)[CH:46]([O:56][CH2:57][C:58]2[CH:63]=[CH:62][CH:61]=[CH:60][CH:59]=2)[CH:45]([CH2:64][O:65][CH2:66][C:67]2[CH:72]=[CH:71][CH:70]=[CH:69][CH:68]=2)[O:44][C:43]1=[O:73])[C:35]1[CH:40]=[CH:39][CH:38]=[CH:37][CH:36]=1.[Cl-].[NH4+], predict the reaction product. The product is: [CH2:34]([O:41][C@@H:42]1[C@@H:47]([O:48][CH2:49][C:50]2[CH:55]=[CH:54][CH:53]=[CH:52][CH:51]=2)[C@@H:46]([O:56][CH2:57][C:58]2[CH:59]=[CH:60][CH:61]=[CH:62][CH:63]=2)[C@@H:45]([CH2:64][O:65][CH2:66][C:67]2[CH:68]=[CH:69][CH:70]=[CH:71][CH:72]=2)[O:44][C:43]1([C:13]1[C:22]2[C:17](=[CH:18][CH:19]=[CH:20][CH:21]=2)[CH:16]=[C:15]([CH2:23][C:24]2[S:28][C:27]3[CH:29]=[CH:30][C:31]([F:33])=[CH:32][C:26]=3[CH:25]=2)[CH:14]=1)[OH:73])[C:35]1[CH:40]=[CH:39][CH:38]=[CH:37][CH:36]=1. (2) Given the reactants [CH2:1]([O:3][C:4](=[O:13])[CH2:5][C:6]1[CH:11]=[CH:10][CH:9]=[C:8](Br)[N:7]=1)[CH3:2].[CH3:14][O:15][C:16]1[CH:23]=[CH:22][C:19]([CH2:20][SH:21])=[CH:18][CH:17]=1, predict the reaction product. The product is: [CH2:1]([O:3][C:4](=[O:13])[CH2:5][C:6]1[CH:11]=[CH:10][CH:9]=[C:8]([S:21][CH2:20][C:19]2[CH:22]=[CH:23][C:16]([O:15][CH3:14])=[CH:17][CH:18]=2)[N:7]=1)[CH3:2]. (3) The product is: [NH2:1][C@H:2]([C:5]([OH:7])=[O:6])[CH2:3][NH2:4].[OH:43][C:37]([C:39]([F:42])([F:41])[F:40])=[O:38].[C:15]([NH:32][CH2:33][CH2:34][NH:35][CH3:36])([O:17][CH2:18][CH:19]1[C:31]2[C:26](=[CH:27][CH:28]=[CH:29][CH:30]=2)[C:25]2[C:20]1=[CH:21][CH:22]=[CH:23][CH:24]=2)=[O:16]. Given the reactants [NH:1](C(OC(C)(C)C)=O)[C@H:2]([C:5]([OH:7])=[O:6])[CH2:3][NH2:4].[C:15]([NH:32][CH2:33][CH2:34][NH:35][CH3:36])([O:17][CH2:18][CH:19]1[C:31]2[C:26](=[CH:27][CH:28]=[CH:29][CH:30]=2)[C:25]2[C:20]1=[CH:21][CH:22]=[CH:23][CH:24]=2)=[O:16].[C:37]([OH:43])([C:39]([F:42])([F:41])[F:40])=[O:38], predict the reaction product. (4) Given the reactants Br[C:2]1[C:10]2[N:9]3[CH2:11][CH2:12][NH:13][C:14](=[O:15])[C:8]3=[C:7]([CH3:16])[C:6]=2[CH:5]=[C:4]([F:17])[CH:3]=1.[Cl:18][C:19]1[CH:24]=[CH:23][C:22](B(O)O)=[CH:21][C:20]=1[F:28], predict the reaction product. The product is: [Cl:18][C:19]1[CH:24]=[CH:23][C:22]([C:2]2[C:10]3[N:9]4[CH2:11][CH2:12][NH:13][C:14](=[O:15])[C:8]4=[C:7]([CH3:16])[C:6]=3[CH:5]=[C:4]([F:17])[CH:3]=2)=[CH:21][C:20]=1[F:28]. (5) Given the reactants [CH:1]1[C:6]([C:7]#[N:8])=[CH:5][CH:4]=[C:3]([CH:9]([N:18]2[N:22]=[CH:21][N:20]=[CH:19]2)C2C=CC(C#N)=CC=2)[CH:2]=1.BrCC1C=CC(C#N)=CC=1.N1C=NC=N1, predict the reaction product. The product is: [N:18]1([CH2:9][C:3]2[CH:4]=[CH:5][C:6]([C:7]#[N:8])=[CH:1][CH:2]=2)[CH:19]=[N:20][CH:21]=[N:22]1.